Dataset: Catalyst prediction with 721,799 reactions and 888 catalyst types from USPTO. Task: Predict which catalyst facilitates the given reaction. (1) Reactant: [C:1]([O:5][C:6]([N:8]1[CH2:13][CH2:12][N:11]([C:14]2[C:23]3[C:18](=[CH:19][CH:20]=[C:21]([OH:24])[CH:22]=3)[CH:17]=[CH:16][N:15]=2)[CH2:10][CH2:9]1)=[O:7])([CH3:4])([CH3:3])[CH3:2].C(=O)([O-])[O-].[K+].[K+].[CH2:31](I)[CH3:32]. Product: [C:1]([O:5][C:6]([N:8]1[CH2:9][CH2:10][N:11]([C:14]2[C:23]3[C:18](=[CH:19][CH:20]=[C:21]([O:24][CH2:31][CH3:32])[CH:22]=3)[CH:17]=[CH:16][N:15]=2)[CH2:12][CH2:13]1)=[O:7])([CH3:4])([CH3:2])[CH3:3]. The catalyst class is: 21. (2) Reactant: [NH2:1][C:2]1[CH:3]=[C:4]([C:9]2[CH:14]=[CH:13][N:12]=[C:11]([NH:15][C:16](=[O:18])[CH3:17])[CH:10]=2)[CH:5]=[N:6][C:7]=1[CH3:8].[Cl:19][C:20]1[CH:25]=[C:24]([F:26])[CH:23]=[CH:22][C:21]=1[S:27](Cl)(=[O:29])=[O:28]. Product: [Cl:19][C:20]1[CH:25]=[C:24]([F:26])[CH:23]=[CH:22][C:21]=1[S:27]([NH:1][C:2]1[CH:3]=[C:4]([C:9]2[CH:14]=[CH:13][N:12]=[C:11]([NH:15][C:16](=[O:18])[CH3:17])[CH:10]=2)[CH:5]=[N:6][C:7]=1[CH3:8])(=[O:29])=[O:28]. The catalyst class is: 17. (3) Reactant: [CH:1]([Si:4]([CH:25]([CH3:27])[CH3:26])([CH:22]([CH3:24])[CH3:23])[O:5][CH2:6][C:7]1[S:8][C:9](B2OC(C)(C)C(C)(C)O2)=[CH:10][C:11]=1[CH3:12])([CH3:3])[CH3:2].Br[C:29]1[CH:34]=[CH:33][C:32]([O:35][C:36]([F:39])([F:38])[F:37])=[CH:31][CH:30]=1.C(=O)([O-])[O-].[Na+].[Na+]. Product: [CH:1]([Si:4]([CH:22]([CH3:24])[CH3:23])([CH:25]([CH3:27])[CH3:26])[O:5][CH2:6][C:7]1[S:8][C:9]([C:29]2[CH:30]=[CH:31][C:32]([O:35][C:36]([F:37])([F:38])[F:39])=[CH:33][CH:34]=2)=[CH:10][C:11]=1[CH3:12])([CH3:2])[CH3:3]. The catalyst class is: 108. (4) Reactant: [CH:1]1([OH:7])[CH2:6][CH2:5][CH2:4][CH2:3][CH2:2]1.O[N:9]1[C:13](=[O:14])[C:12]2=[CH:15][CH:16]=[CH:17][CH:18]=[C:11]2[C:10]1=[O:19].N(C(OC(C)(C)C)=O)=NC(OC(C)(C)C)=O. Product: [CH:1]1([O:7][N:9]2[C:13](=[O:14])[C:12]3[C:11](=[CH:18][CH:17]=[CH:16][CH:15]=3)[C:10]2=[O:19])[CH2:6][CH2:5][CH2:4][CH2:3][CH2:2]1. The catalyst class is: 7. (5) Reactant: C1(P(C2C=CC=CC=2)C2C=CC=CC=2)C=CC=CC=1.BrN1C(=O)CCC1=O.[CH:28]1([CH2:33][C@H:34]([C:38]2[CH:43]=[CH:42][C:41]([Cl:44])=[C:40]([Cl:45])[CH:39]=2)[C:35]([OH:37])=O)[CH2:32][CH2:31][CH2:30][CH2:29]1.[NH2:46][C:47]1[CH:52]=[CH:51][C:50]([Br:53])=[CH:49][N:48]=1.N1C=CC=CC=1. Product: [Br:53][C:50]1[CH:51]=[CH:52][C:47]([NH:46][C:35](=[O:37])[C@@H:34]([C:38]2[CH:43]=[CH:42][C:41]([Cl:44])=[C:40]([Cl:45])[CH:39]=2)[CH2:33][CH:28]2[CH2:29][CH2:30][CH2:31][CH2:32]2)=[N:48][CH:49]=1. The catalyst class is: 34. (6) Reactant: [F:1][C:2]([F:22])([F:21])[C:3]([C:9]1[CH:14]=[CH:13][C:12]([NH:15][CH2:16][C:17]([F:20])([F:19])[F:18])=[CH:11][CH:10]=1)([OH:8])[C:4]([F:7])([F:6])[F:5].[Cl:23][C:24]1[CH:34]=[CH:33][C:27]2[S:28][C:29]([CH2:31]Cl)=[CH:30][C:26]=2[CH:25]=1. Product: [Cl:23][C:24]1[CH:34]=[CH:33][C:27]2[S:28][C:29]([CH2:31][N:15]([CH2:16][C:17]([F:19])([F:18])[F:20])[C:12]3[CH:11]=[CH:10][C:9]([C:3]([OH:8])([C:4]([F:7])([F:6])[F:5])[C:2]([F:21])([F:22])[F:1])=[CH:14][CH:13]=3)=[CH:30][C:26]=2[CH:25]=1. The catalyst class is: 218. (7) Reactant: Cl[CH2:2][C:3]([NH:5][C:6]1[CH:19]=[CH:18][C:9]2[O:10][C:11]3[CH2:17][CH2:16][CH2:15][CH2:14][CH2:13][C:12]=3[C:8]=2[CH:7]=1)=[O:4].O.[CH3:21][C:22]([CH3:25])([O-:24])[CH3:23].[K+]. Product: [C:22]([O:24][CH2:2][C:3]([NH:5][C:6]1[CH:19]=[CH:18][C:9]2[O:10][C:11]3[CH2:17][CH2:16][CH2:15][CH2:14][CH2:13][C:12]=3[C:8]=2[CH:7]=1)=[O:4])([CH3:25])([CH3:23])[CH3:21]. The catalyst class is: 9.